From a dataset of NCI-60 drug combinations with 297,098 pairs across 59 cell lines. Regression. Given two drug SMILES strings and cell line genomic features, predict the synergy score measuring deviation from expected non-interaction effect. (1) Drug 1: C1=CN(C(=O)N=C1N)C2C(C(C(O2)CO)O)O.Cl. Drug 2: C1=NC2=C(N=C(N=C2N1C3C(C(C(O3)CO)O)O)F)N. Cell line: SK-MEL-5. Synergy scores: CSS=17.5, Synergy_ZIP=-2.50, Synergy_Bliss=3.55, Synergy_Loewe=-5.27, Synergy_HSA=2.92. (2) Drug 1: C1=NC(=NC(=O)N1C2C(C(C(O2)CO)O)O)N. Drug 2: C1C(C(OC1N2C=NC(=NC2=O)N)CO)O. Cell line: LOX IMVI. Synergy scores: CSS=23.9, Synergy_ZIP=-3.80, Synergy_Bliss=-3.34, Synergy_Loewe=-9.28, Synergy_HSA=-2.14. (3) Drug 1: C1=CC(=C2C(=C1NCCNCCO)C(=O)C3=C(C=CC(=C3C2=O)O)O)NCCNCCO. Drug 2: CC1CCCC2(C(O2)CC(NC(=O)CC(C(C(=O)C(C1O)C)(C)C)O)C(=CC3=CSC(=N3)C)C)C. Cell line: SF-295. Synergy scores: CSS=62.3, Synergy_ZIP=-1.92, Synergy_Bliss=-1.19, Synergy_Loewe=0.671, Synergy_HSA=0.893. (4) Drug 1: C1=CN(C=N1)CC(O)(P(=O)(O)O)P(=O)(O)O. Drug 2: C1CCC(C(C1)N)N.C(=O)(C(=O)[O-])[O-].[Pt+4]. Cell line: OVCAR-5. Synergy scores: CSS=22.4, Synergy_ZIP=-9.63, Synergy_Bliss=-2.21, Synergy_Loewe=-8.16, Synergy_HSA=-0.230.